Task: Predict which catalyst facilitates the given reaction.. Dataset: Catalyst prediction with 721,799 reactions and 888 catalyst types from USPTO (1) Reactant: [F:1][C:2]([F:56])([F:55])[C:3]1[CH:4]=[C:5]([CH:48]=[C:49]([C:51]([F:54])([F:53])[F:52])[CH:50]=1)[CH2:6][N:7]([CH2:25][C:26]1[CH:31]=[C:30]([O:32][CH3:33])[C:29]([O:34][CH3:35])=[CH:28][C:27]=1[C:36]1[CH:41]=[C:40]([CH:42]([CH3:44])[CH3:43])[C:39]([F:45])=[CH:38][C:37]=1[O:46][CH3:47])[C:8]1[N:13]=[CH:12][C:11]([O:14][CH2:15][CH2:16][CH2:17][C:18]([O:20]C(C)(C)C)=[O:19])=[CH:10][N:9]=1.Cl.O1CCOCC1.[OH-].[Na+]. Product: [F:55][C:2]([F:1])([F:56])[C:3]1[CH:4]=[C:5]([CH:48]=[C:49]([C:51]([F:52])([F:54])[F:53])[CH:50]=1)[CH2:6][N:7]([CH2:25][C:26]1[CH:31]=[C:30]([O:32][CH3:33])[C:29]([O:34][CH3:35])=[CH:28][C:27]=1[C:36]1[CH:41]=[C:40]([CH:42]([CH3:43])[CH3:44])[C:39]([F:45])=[CH:38][C:37]=1[O:46][CH3:47])[C:8]1[N:13]=[CH:12][C:11]([O:14][CH2:15][CH2:16][CH2:17][C:18]([OH:20])=[O:19])=[CH:10][N:9]=1. The catalyst class is: 13. (2) Reactant: [CH3:1][O:2][C:3]([C:5]1[S:6][CH:7]=[CH:8][C:9]=1[CH3:10])=[O:4].[Br:11]N1C(=O)CCC1=O.[CH3:19][C:20](N=N[C:20]([C:22]#N)([CH3:21])[CH3:19])([C:22]#N)[CH3:21]. Product: [CH3:1][O:2][C:3]([C:5]1[S:6][C:7]([C:20]([CH3:22])([CH3:21])[CH3:19])=[CH:8][C:9]=1[CH2:10][Br:11])=[O:4]. The catalyst class is: 53.